Predict which catalyst facilitates the given reaction. From a dataset of Catalyst prediction with 721,799 reactions and 888 catalyst types from USPTO. Reactant: [CH:1](=[O:5])[CH2:2][CH2:3][CH3:4].[N+:6](/[CH:9]=[CH:10]/[C:11]1[CH:16]=[CH:15][CH:14]=[CH:13][CH:12]=1)([O-:8])=[O:7].CC(O)C.CCCCCC. Product: [CH2:3]([C@@H:2]([C@H:10]([C:11]1[CH:16]=[CH:15][CH:14]=[CH:13][CH:12]=1)[CH2:9][N+:6]([O-:8])=[O:7])[CH:1]=[O:5])[CH3:4]. The catalyst class is: 22.